This data is from Peptide-MHC class II binding affinity with 134,281 pairs from IEDB. The task is: Regression. Given a peptide amino acid sequence and an MHC pseudo amino acid sequence, predict their binding affinity value. This is MHC class II binding data. (1) The peptide sequence is INAGFKAALAAAAGVPPADKY. The MHC is DRB1_0301 with pseudo-sequence DRB1_0301. The binding affinity (normalized) is 0. (2) The peptide sequence is EFVTLAAKFIIEEDS. The MHC is DRB1_1302 with pseudo-sequence DRB1_1302. The binding affinity (normalized) is 0.423. (3) The peptide sequence is EKKYFAATQFEPLAA. The MHC is HLA-DQA10301-DQB10302 with pseudo-sequence HLA-DQA10301-DQB10302. The binding affinity (normalized) is 0.406. (4) The peptide sequence is SQDLELSWNCNGLQAY. The MHC is DRB1_0802 with pseudo-sequence DRB1_0802. The binding affinity (normalized) is 0.172. (5) The peptide sequence is SKGGMRNVFDEVIPT. The binding affinity (normalized) is 0.237. The MHC is DRB1_1001 with pseudo-sequence DRB1_1001. (6) The peptide sequence is VIGLYGNGILVGDNS. The MHC is DRB1_1301 with pseudo-sequence DRB1_1301. The binding affinity (normalized) is 0.332. (7) The peptide sequence is YDKFLANVSTVLTGD. The MHC is DRB1_1101 with pseudo-sequence DRB1_1101. The binding affinity (normalized) is 0.405.